Dataset: Full USPTO retrosynthesis dataset with 1.9M reactions from patents (1976-2016). Task: Predict the reactants needed to synthesize the given product. (1) Given the product [NH2:23][C:22]1[CH:24]=[CH:25][C:19]([O:18][C:2]2[CH:7]=[CH:6][N:5]=[C:4]([N+:8]([O-:10])=[O:9])[C:3]=2[N:11]([CH3:17])[C:12](=[O:16])[O:13][CH2:14][CH3:15])=[CH:20][CH:21]=1, predict the reactants needed to synthesize it. The reactants are: Cl[C:2]1[CH:7]=[CH:6][N:5]=[C:4]([N+:8]([O-:10])=[O:9])[C:3]=1[N:11]([CH3:17])[C:12](=[O:16])[O:13][CH2:14][CH3:15].[OH:18][C:19]1[CH:25]=[CH:24][C:22]([NH2:23])=[CH:21][CH:20]=1. (2) Given the product [O:1]([C:8]1[N:13]=[CH:12][C:11]([CH:14]=[CH:15][C:16]([NH2:22])=[O:18])=[CH:10][CH:9]=1)[C:2]1[CH:7]=[CH:6][CH:5]=[CH:4][CH:3]=1, predict the reactants needed to synthesize it. The reactants are: [O:1]([C:8]1[N:13]=[CH:12][C:11]([CH:14]=[CH:15][C:16]([OH:18])=O)=[CH:10][CH:9]=1)[C:2]1[CH:7]=[CH:6][CH:5]=[CH:4][CH:3]=1.C([N:22]=C=NC(C)C)(C)C.N1(O)C2C=CC=CC=2N=N1. (3) The reactants are: C(OCC)(=O)C.[CH3:7][O:8][C:9]1[CH:10]=[C:11]([CH:15]=[C:16]([O:20][CH3:21])[C:17]=1[O:18][CH3:19])[C:12](Cl)=[O:13].[CH3:22][CH:23]([CH3:26])[CH2:24][NH2:25]. Given the product [CH3:22][CH:23]([CH3:26])[CH2:24][NH:25][C:12](=[O:13])[C:11]1[CH:10]=[C:9]([O:8][CH3:7])[C:17]([O:18][CH3:19])=[C:16]([O:20][CH3:21])[CH:15]=1, predict the reactants needed to synthesize it.